This data is from Catalyst prediction with 721,799 reactions and 888 catalyst types from USPTO. The task is: Predict which catalyst facilitates the given reaction. (1) Reactant: [N+:1]([C:4]1[CH:17]=[CH:16][C:7]([O:8][C:9]2[CH:10]=[C:11]([CH:13]=[CH:14][CH:15]=2)[NH2:12])=[CH:6][CH:5]=1)([O-:3])=[O:2].[C:18]([C:20]([C:23]1[CH:24]=[C:25]([CH:29]=[CH:30][CH:31]=1)[C:26](O)=[O:27])([CH3:22])[CH3:21])#[N:19].Cl.C(N=C=NCCCN(C)C)C.CO. Product: [C:18]([C:20]([C:23]1[CH:24]=[C:25]([CH:29]=[CH:30][CH:31]=1)[C:26]([NH:12][C:11]1[CH:13]=[CH:14][CH:15]=[C:9]([O:8][C:7]2[CH:16]=[CH:17][C:4]([N+:1]([O-:3])=[O:2])=[CH:5][CH:6]=2)[CH:10]=1)=[O:27])([CH3:22])[CH3:21])#[N:19]. The catalyst class is: 537. (2) Reactant: Cl[C:2]1[CH:7]=[CH:6][N:5]2[N:8]=[CH:9][C:10]([CH:11]=[O:12])=[C:4]2[N:3]=1.[CH:13]([O:16][C:17]1[CH:23]=[CH:22][C:20]([NH2:21])=[CH:19][CH:18]=1)([CH3:15])[CH3:14]. Product: [CH:13]([O:16][C:17]1[CH:23]=[CH:22][C:20]([NH:21][C:2]2[CH:7]=[CH:6][N:5]3[N:8]=[CH:9][C:10]([CH:11]=[O:12])=[C:4]3[N:3]=2)=[CH:19][CH:18]=1)([CH3:15])[CH3:14]. The catalyst class is: 12. (3) Reactant: [Li].N.[Li].N.[CH3:5][C@H:6]1[CH2:23][C@@:21]2([CH3:22])[C@@H:17]([CH2:18][CH2:19][C@@H:20]2[OH:24])[C@H:16]2[C:7]1=[C:8]1[C:13]([CH2:14][CH2:15]2)=[CH:12][CH2:11][CH2:10][CH2:9]1.[Cl-].[NH4+].C([OH:31])(C)(C)C. Product: [CH3:5][C@H:6]1[CH2:23][C@@:21]2([CH3:22])[C@@H:17]([CH2:18][CH2:19][C@@H:20]2[OH:24])[C@H:16]2[C@H:7]1[C:8]1[CH2:9][CH2:10][C:11](=[O:31])[CH2:12][C:13]=1[CH2:14][CH2:15]2. The catalyst class is: 1. (4) Reactant: [C:1]([C:3]1[CH:8]=[CH:7][C:6]([OH:9])=[CH:5][CH:4]=1)#[N:2].C([O-])([O-])=O.[K+].[K+].[Br:16][CH2:17][CH2:18]Br. Product: [Br:16][CH2:17][CH2:18][O:9][C:6]1[CH:7]=[CH:8][C:3]([C:1]#[N:2])=[CH:4][CH:5]=1. The catalyst class is: 23. (5) Reactant: Cl.CN(C)CCCN=C=NCC.[Cl:13][CH2:14][CH2:15][CH2:16][CH2:17][CH2:18][CH2:19][CH2:20][CH2:21][OH:22].[O:23]1[CH2:27][CH2:26][CH2:25][CH:24]1[C:28](O)=[O:29].O. Product: [O:23]1[CH2:27][CH2:26][CH2:25][CH:24]1[C:28]([O:22][CH2:21][CH2:20][CH2:19][CH2:18][CH2:17][CH2:16][CH2:15][CH2:14][Cl:13])=[O:29]. The catalyst class is: 112.